From a dataset of Forward reaction prediction with 1.9M reactions from USPTO patents (1976-2016). Predict the product of the given reaction. (1) Given the reactants [NH2:1][C:2]1[C:7]2[C:8]([CH2:11][O:12][C:13]3[CH:18]=[CH:17][CH:16]=[C:15]([O:19][CH2:20][C:21]4[CH:26]=[CH:25][C:24]([C:27]#[N:28])=[CH:23][CH:22]=4)[CH:14]=3)=[CH:9][S:10][C:6]=2[C:5]([C:29](O)=[O:30])=[CH:4][N:3]=1.O.ON1C2C=CC=CC=2N=N1.C(N=C=NC(C)C)(C)C.[CH2:52]([CH2:54][NH2:55])[OH:53], predict the reaction product. The product is: [OH:53][CH2:52][CH2:54][NH:55][C:29]([C:5]1[C:6]2[S:10][CH:9]=[C:8]([CH2:11][O:12][C:13]3[CH:18]=[CH:17][CH:16]=[C:15]([O:19][CH2:20][C:21]4[CH:26]=[CH:25][C:24]([C:27]#[N:28])=[CH:23][CH:22]=4)[CH:14]=3)[C:7]=2[C:2]([NH2:1])=[N:3][CH:4]=1)=[O:30]. (2) The product is: [F:18][C:15]1[CH:16]=[CH:17][C:12]([CH2:11][N:7]2[C:8]3[C:4](=[CH:3][C:2]([C:25]4[CH:24]=[CH:23][C:22]([O:21][C:20]([F:19])([F:31])[F:32])=[CH:27][CH:26]=4)=[CH:10][CH:9]=3)[CH:5]=[CH:6]2)=[CH:13][CH:14]=1. Given the reactants Br[C:2]1[CH:3]=[C:4]2[C:8](=[CH:9][CH:10]=1)[N:7]([CH2:11][C:12]1[CH:17]=[CH:16][C:15]([F:18])=[CH:14][CH:13]=1)[CH:6]=[CH:5]2.[F:19][C:20]([F:32])([F:31])[O:21][C:22]1[CH:27]=[CH:26][C:25](B(O)O)=[CH:24][CH:23]=1, predict the reaction product. (3) Given the reactants [CH2:1]1[C:5]2([CH2:10][CH2:9][N:8]([C:11]([O:13][C:14]([CH3:17])([CH3:16])[CH3:15])=[O:12])[CH2:7][CH2:6]2)[CH2:4][CH2:3][CH2:2]1.CN(C)CCN(C)C.CCCCCC.CN(C)[CH:34]=[O:35].[NH4+].[Cl-], predict the reaction product. The product is: [CH:34]([CH:7]1[N:8]([C:11]([O:13][C:14]([CH3:17])([CH3:16])[CH3:15])=[O:12])[CH2:9][CH2:10][C:5]2([CH2:1][CH2:2][CH2:3][CH2:4]2)[CH2:6]1)=[O:35]. (4) Given the reactants [F:1][C:2]([F:42])([F:41])[C:3]1[CH:4]=[C:5]([CH:34]=[C:35]([C:37]([F:40])([F:39])[F:38])[CH:36]=1)[CH2:6][N:7]([CH2:21][C:22]1[C:23]([OH:33])=[N:24][C:25]2[C:30]([CH:31]=1)=[CH:29][CH:28]=[CH:27][C:26]=2[CH3:32])[C:8]1[N:13]=[CH:12][C:11]([O:14][CH2:15][CH2:16][S:17]([CH3:20])(=[O:19])=[O:18])=[CH:10][N:9]=1.C(N(CC)CC)C.[F:50][C:51]([F:64])([F:63])[S:52](O[S:52]([C:51]([F:64])([F:63])[F:50])(=[O:54])=[O:53])(=[O:54])=[O:53], predict the reaction product. The product is: [F:39][C:37]([F:38])([F:40])[C:35]1[CH:34]=[C:5]([CH:4]=[C:3]([C:2]([F:1])([F:41])[F:42])[CH:36]=1)[CH2:6][N:7]([CH2:21][C:22]1[C:23]([O:33][S:52]([C:51]([F:64])([F:63])[F:50])(=[O:54])=[O:53])=[N:24][C:25]2[C:30]([CH:31]=1)=[CH:29][CH:28]=[CH:27][C:26]=2[CH3:32])[C:8]1[N:13]=[CH:12][C:11]([O:14][CH2:15][CH2:16][S:17]([CH3:20])(=[O:19])=[O:18])=[CH:10][N:9]=1. (5) Given the reactants B.C1COCC1.B1(C)OC(C2C=CC=CC=2)(C2C=CC=CC=2)[C@@H]2N1CCC2.[Cl:28][CH2:29][C:30]([C:32]1[CH:37]=[CH:36][C:35]([F:38])=[CH:34][CH:33]=1)=[O:31], predict the reaction product. The product is: [Cl:28][CH2:29][C@@H:30]([C:32]1[CH:37]=[CH:36][C:35]([F:38])=[CH:34][CH:33]=1)[OH:31]. (6) Given the reactants [C:1]([C:4]1[CH:5]=[C:6](B(O)O)[CH:7]=[CH:8][CH:9]=1)(=[O:3])[CH3:2].[F-].[K+].[CH3:15][O:16][C:17](=[O:25])[C:18]1[CH:23]=[CH:22][C:21](Cl)=[CH:20][CH:19]=1, predict the reaction product. The product is: [C:17]([C:18]1[CH:23]=[CH:22][C:21]([C:6]2[CH:7]=[CH:8][CH:9]=[C:4]([C:1](=[O:3])[CH3:2])[CH:5]=2)=[CH:20][CH:19]=1)([O:16][CH3:15])=[O:25]. (7) Given the reactants [CH3:1][C:2]([C:6]1[CH:11]=[CH:10][C:9]([N+:12]([O-:14])=[O:13])=[CH:8][CH:7]=1)([CH3:5])[CH:3]=O.[CH2:15]([NH2:17])[CH3:16].[BH4-].[Na+], predict the reaction product. The product is: [CH2:15]([NH:17][CH2:3][C:2]([CH3:5])([C:6]1[CH:11]=[CH:10][C:9]([N+:12]([O-:14])=[O:13])=[CH:8][CH:7]=1)[CH3:1])[CH3:16]. (8) Given the reactants Br[C:2]1[CH:3]=[C:4]([F:12])[C:5]([C:8]([OH:11])([CH3:10])[CH3:9])=[N:6][CH:7]=1.[CH3:13][C:14]1([CH3:30])[C:18]([CH3:20])([CH3:19])[O:17][B:16]([B:16]2[O:17][C:18]([CH3:20])([CH3:19])[C:14]([CH3:30])([CH3:13])[O:15]2)[O:15]1.C([O-])(=O)C.[K+].C(Cl)Cl, predict the reaction product. The product is: [F:12][C:4]1[C:5]([C:8]([OH:11])([CH3:10])[CH3:9])=[N:6][CH:7]=[C:2]([B:16]2[O:17][C:18]([CH3:20])([CH3:19])[C:14]([CH3:30])([CH3:13])[O:15]2)[CH:3]=1. (9) Given the reactants C([C:8]1[NH:9][CH:10]=[CH:11][N:12]=1)([C:8]1[NH:9][CH:10]=[CH:11][N:12]=1)=O.[CH3:13][C:14]1[N:15]=[C:16]([NH2:27])[S:17][C:18]=1[C:19]1[CH:24]=[CH:23][N:22]=[C:21]([S:25][CH3:26])[N:20]=1.CN([CH:31]=[O:32])C, predict the reaction product. The product is: [CH3:13][C:14]1[N:15]=[C:16]([NH:27][C:31]([N:9]2[CH:10]=[CH:11][N:12]=[CH:8]2)=[O:32])[S:17][C:18]=1[C:19]1[CH:24]=[CH:23][N:22]=[C:21]([S:25][CH3:26])[N:20]=1.